This data is from Forward reaction prediction with 1.9M reactions from USPTO patents (1976-2016). The task is: Predict the product of the given reaction. (1) Given the reactants Cl[C:2]1[C:11]2[C:6](=[CH:7][C:8]([O:14][CH2:15][CH2:16][CH2:17][N:18]3[CH2:23][CH2:22][O:21][CH2:20][CH2:19]3)=[C:9]([O:12][CH3:13])[CH:10]=2)[N:5]=[CH:4][N:3]=1.[Cl:24][C:25]1[CH:33]=[C:32]([C:34]#[C:35][CH2:36][O:37][CH:38]([CH3:40])[CH3:39])[C:28]2[O:29][CH2:30][O:31][C:27]=2[C:26]=1[NH2:41].C[Si]([N-][Si](C)(C)C)(C)C.[Na+], predict the reaction product. The product is: [Cl:24][C:25]1[CH:33]=[C:32]([C:34]#[C:35][CH2:36][O:37][CH:38]([CH3:39])[CH3:40])[C:28]2[O:29][CH2:30][O:31][C:27]=2[C:26]=1[NH:41][C:2]1[C:11]2[C:6](=[CH:7][C:8]([O:14][CH2:15][CH2:16][CH2:17][N:18]3[CH2:23][CH2:22][O:21][CH2:20][CH2:19]3)=[C:9]([O:12][CH3:13])[CH:10]=2)[N:5]=[CH:4][N:3]=1. (2) Given the reactants [CH:1]([N:4]1[C:12]2[C:7](=[CH:8][CH:9]=[C:10]([N+:13]([O-])=O)[CH:11]=2)[C:6]([C:16]2[CH:21]=[C:20]([F:22])[C:19]([F:23])=[C:18]([F:24])[CH:17]=2)=[CH:5]1)([CH3:3])[CH3:2].FC1C=CC=C(F)C=1F.O1CCCC1.[BH4-].[Na+], predict the reaction product. The product is: [NH2:13][C:10]1[CH:11]=[C:12]2[C:7]([C:6]([C:16]3[CH:21]=[C:20]([F:22])[C:19]([F:23])=[C:18]([F:24])[CH:17]=3)=[CH:5][N:4]2[CH:1]([CH3:3])[CH3:2])=[CH:8][CH:9]=1. (3) The product is: [N:19]1[C:27]2[N:22]3[C:23](=[N:28][CH:29]=[C:21]3[C:20]=1[S:30][CH:6]1[CH2:7][CH2:8][N:9]([C:12]([O:14][C:15]([CH3:16])([CH3:17])[CH3:18])=[O:13])[CH2:10][CH2:11]1)[CH:24]=[CH:25][CH:26]=2. Given the reactants CS(O[CH:6]1[CH2:11][CH2:10][N:9]([C:12]([O:14][C:15]([CH3:18])([CH3:17])[CH3:16])=[O:13])[CH2:8][CH2:7]1)(=O)=O.[N:19]1[C:27]2[N:22]3[C:23](=[N:28][CH:29]=[C:21]3[C:20]=1[SH:30])[CH:24]=[CH:25][CH:26]=2.C1CCN2C(=NCCC2)CC1, predict the reaction product.